Dataset: Peptide-MHC class II binding affinity with 134,281 pairs from IEDB. Task: Regression. Given a peptide amino acid sequence and an MHC pseudo amino acid sequence, predict their binding affinity value. This is MHC class II binding data. (1) The peptide sequence is GTLHDKKSMGDDHFW. The MHC is HLA-DPA10103-DPB10301 with pseudo-sequence HLA-DPA10103-DPB10301. The binding affinity (normalized) is 0.429. (2) The peptide sequence is LRKLCIEGKITNITT. The MHC is DRB1_0405 with pseudo-sequence DRB1_0405. The binding affinity (normalized) is 0.258. (3) The peptide sequence is LELKKLGEVSWEEEA. The MHC is DRB1_0404 with pseudo-sequence DRB1_0404. The binding affinity (normalized) is 0.371.